Dataset: Forward reaction prediction with 1.9M reactions from USPTO patents (1976-2016). Task: Predict the product of the given reaction. (1) Given the reactants [C:1]1([C:7]2[N:12]=[CH:11][C:10]([NH:13][C:14](=[O:19])[CH2:15][C:16]([OH:18])=O)=[CH:9][CH:8]=2)[CH:6]=[CH:5][CH:4]=[CH:3][CH:2]=1.CCN(C(C)C)C(C)C.C1C=CC2N(O)N=NC=2C=1.CCN=C=NCCCN(C)C.Cl.Cl.Cl.[Cl:53][C:54]1[CH:59]=[CH:58][CH:57]=[CH:56][C:55]=1[NH:60][CH:61]1[CH2:66][CH2:65][NH:64][CH2:63][CH2:62]1, predict the reaction product. The product is: [Cl:53][C:54]1[CH:59]=[CH:58][CH:57]=[CH:56][C:55]=1[NH:60][CH:61]1[CH2:66][CH2:65][N:64]([C:16](=[O:18])[CH2:15][C:14]([NH:13][C:10]2[CH:11]=[N:12][C:7]([C:1]3[CH:2]=[CH:3][CH:4]=[CH:5][CH:6]=3)=[CH:8][CH:9]=2)=[O:19])[CH2:63][CH2:62]1. (2) Given the reactants [CH3:1][O:2][CH2:3][CH:4]([OH:16])[CH2:5][NH:6][C:7]1[CH:12]=[CH:11][C:10]([N+:13]([O-])=O)=[CH:9][CH:8]=1.C1(N)C(F)=C(F)C(F)=C(N)C=1F.[ClH:29].Cl, predict the reaction product. The product is: [ClH:29].[ClH:29].[NH2:13][C:10]1[CH:11]=[CH:12][C:7]([NH:6][CH2:5][CH:4]([OH:16])[CH2:3][O:2][CH3:1])=[CH:8][CH:9]=1. (3) Given the reactants [CH3:1][C:2]1[CH:7]=[C:6]([O:8][CH:9]2[CH2:14][CH2:13][NH:12][CH2:11][CH2:10]2)[CH:5]=[C:4]([CH3:15])[C:3]=1[C:16]1[CH:21]=[CH:20][CH:19]=[C:18]([CH2:22][O:23][C:24]2[CH:37]=[CH:36][C:27]3[C@H:28]([CH2:31][C:32]([O:34]C)=[O:33])[CH2:29][O:30][C:26]=3[CH:25]=2)[CH:17]=1.[OH-].[Na+], predict the reaction product. The product is: [CH3:1][C:2]1[CH:7]=[C:6]([O:8][CH:9]2[CH2:10][CH2:11][NH:12][CH2:13][CH2:14]2)[CH:5]=[C:4]([CH3:15])[C:3]=1[C:16]1[CH:21]=[CH:20][CH:19]=[C:18]([CH2:22][O:23][C:24]2[CH:37]=[CH:36][C:27]3[C@H:28]([CH2:31][C:32]([OH:34])=[O:33])[CH2:29][O:30][C:26]=3[CH:25]=2)[CH:17]=1.